Task: Predict the reactants needed to synthesize the given product.. Dataset: Full USPTO retrosynthesis dataset with 1.9M reactions from patents (1976-2016) Given the product [CH2:9]([N:16]1[CH:20]=[CH:19][CH:18]=[C:17]1[C:21]1[N:26]=[C:25]([C:6]2[CH:7]=[CH:8][C:1]([OH:2])=[CH:3][C:4]=2[OH:5])[N:24]=[C:23]([C:6]2[CH:7]=[CH:8][C:1]([OH:2])=[CH:3][C:4]=2[OH:5])[N:22]=1)[C:10]1[CH:15]=[CH:14][CH:13]=[CH:12][CH:11]=1, predict the reactants needed to synthesize it. The reactants are: [C:1]1([CH:8]=[CH:7][CH:6]=[C:4]([OH:5])[CH:3]=1)[OH:2].[CH2:9]([N:16]1[CH:20]=[CH:19][CH:18]=[C:17]1[C:21]1[N:26]=[C:25](Cl)[N:24]=[C:23](Cl)[N:22]=1)[C:10]1[CH:15]=[CH:14][CH:13]=[CH:12][CH:11]=1.[Cl-].[Cl-].[Cl-].[Al+3].